Dataset: Full USPTO retrosynthesis dataset with 1.9M reactions from patents (1976-2016). Task: Predict the reactants needed to synthesize the given product. (1) Given the product [NH2:1][C:2]1[O:3][CH2:4][C@@:5]2([N:27]=1)[C@@H:18]1[C@H:13]([CH2:14][CH2:15][C@H:16]([OH:19])[CH2:17]1)[O:12][C:11]1[C:6]2=[CH:7][C:8]([C:20]2[CH:21]=[N:22][CH:23]=[C:24]([Cl:26])[CH:25]=2)=[CH:9][CH:10]=1, predict the reactants needed to synthesize it. The reactants are: [NH2:1][C:2]1[O:3][CH2:4][C:5]2([N:27]=1)[C@@H:18]1[C@H:13]([CH2:14][CH2:15][C@H:16]([OH:19])[CH2:17]1)[O:12][C:11]1[C:6]2=[CH:7][C:8]([C:20]2[CH:21]=[N:22][CH:23]=[C:24]([Cl:26])[CH:25]=2)=[CH:9][CH:10]=1.C(Cl)(Cl)Cl.C(O)=O.O. (2) The reactants are: [CH3:1][N:2]([C:17]([O:19][C:20]1[CH:25]=[CH:24][C:23]([C:26]([F:29])([F:28])[F:27])=[CH:22][CH:21]=1)=[O:18])[C@H:3]1[CH2:8][CH2:7][C@H:6]([CH2:9][CH2:10]COS(C)(=O)=O)[CH2:5][CH2:4]1.[CH2:30]([NH:32][CH2:33][CH2:34][OH:35])[CH3:31].[Na+].[I-].[CH3:38]C(N(C)C)=O. Given the product [F:27][C:26]([F:28])([F:29])[C:23]1[CH:24]=[CH:25][C:20]([O:19][C:17](=[O:18])[N:2]([C@H:3]2[CH2:8][CH2:7][C@H:6]([CH2:9][CH2:10][CH2:38][N:32]([CH2:30][CH3:31])[CH2:33][CH2:34][OH:35])[CH2:5][CH2:4]2)[CH3:1])=[CH:21][CH:22]=1, predict the reactants needed to synthesize it. (3) Given the product [CH:1]1([CH2:7][O:8][C:9]2[N:14]=[N:13][C:12]([C:15]3[CH:56]=[CH:55][C:18]([CH2:19][C:20]4[N:21]([C:33]5[CH:34]=[C:35]([N:39]6[S:43](=[O:44])(=[O:45])[NH:42][C:41](=[O:54])[CH2:40]6)[CH:36]=[CH:37][CH:38]=5)[CH:22]=[C:23]([C:25]5[CH:30]=[CH:29][C:28]([Cl:31])=[CH:27][C:26]=5[Cl:32])[N:24]=4)=[CH:17][CH:16]=3)=[CH:11][CH:10]=2)[CH2:6][CH2:5][CH2:4][CH2:3][CH2:2]1, predict the reactants needed to synthesize it. The reactants are: [CH:1]1([CH2:7][O:8][C:9]2[N:14]=[N:13][C:12]([C:15]3[CH:56]=[CH:55][C:18]([CH2:19][C:20]4[N:21]([C:33]5[CH:34]=[C:35]([N:39]6[S:43](=[O:45])(=[O:44])[N:42](COCC[Si](C)(C)C)[C:41](=[O:54])[CH2:40]6)[CH:36]=[CH:37][CH:38]=5)[CH:22]=[C:23]([C:25]5[CH:30]=[CH:29][C:28]([Cl:31])=[CH:27][C:26]=5[Cl:32])[N:24]=4)=[CH:17][CH:16]=3)=[CH:11][CH:10]=2)[CH2:6][CH2:5][CH2:4][CH2:3][CH2:2]1.[F-].C([N+](CCCC)(CCCC)CCCC)CCC. (4) The reactants are: [CH2:1]([NH:3][C:4]([NH:6][C:7]1[N:12]=[CH:11][C:10]([C:13]2[C:14]([O:23][CH2:24][CH2:25][N:26]3[CH2:31]CN(C)C[CH2:27]3)=[N:15][CH:16]=[C:17]([C:19]([NH:21][NH2:22])=[O:20])[CH:18]=2)=[C:9]([C:33]2[S:34][CH:35]=[C:36]([C:38]([F:41])([F:40])[F:39])[N:37]=2)[CH:8]=1)=[O:5])[CH3:2].CN(C)CCOC1C(C2C=NC(NC(NCC)=O)=CC=2C2SC=C(C(F)(F)F)N=2)=CC(C(OC)=O)=CN=1.CN(C)CCOC1C(C2C=NC(NC(NCC)=O)=CC=2C2SC=C(C(F)(F)F)N=2)=CC(C(OCCN(C)C)=O)=CN=1. Given the product [CH3:31][N:26]([CH3:27])[CH2:25][CH2:24][O:23][C:14]1[C:13]([C:10]2[CH:11]=[N:12][C:7]([NH:6][C:4]([NH:3][CH2:1][CH3:2])=[O:5])=[CH:8][C:9]=2[C:33]2[S:34][CH:35]=[C:36]([C:38]([F:39])([F:41])[F:40])[N:37]=2)=[CH:18][C:17]([C:19]([NH:21][NH2:22])=[O:20])=[CH:16][N:15]=1, predict the reactants needed to synthesize it. (5) Given the product [OH:19][CH2:18][CH:17]1[CH2:16][C:15]2[C:10](=[CH:11][CH:12]=[C:13]([C:21]3[CH:26]=[CH:25][C:24]([C:27]([F:28])([F:29])[F:30])=[CH:23][CH:22]=3)[CH:14]=2)[NH:9][C:8]1=[O:7], predict the reactants needed to synthesize it. The reactants are: ClC(OCC)=O.[O:7]=[C:8]1[CH:17]([C:18](O)=[O:19])[CH2:16][C:15]2[C:10](=[CH:11][CH:12]=[C:13]([C:21]3[CH:26]=[CH:25][C:24]([C:27]([F:30])([F:29])[F:28])=[CH:23][CH:22]=3)[CH:14]=2)[NH:9]1.C(N(CC)CC)C.[BH4-].[Na+].Cl.